This data is from Forward reaction prediction with 1.9M reactions from USPTO patents (1976-2016). The task is: Predict the product of the given reaction. The product is: [F:30][C:31]1[CH:39]=[C:35]([NH:3][C:6](=[O:20])[O:12][C:8]([CH3:11])([CH3:10])[CH3:9])[CH:34]=[N:33][C:32]=1[N:40]1[N:41]=[CH:42][CH:43]=[N:44]1. Given the reactants C([N:3]([CH2:6]C)CC)C.[C:8]([OH:12])([CH3:11])([CH3:10])[CH3:9].C1C=CC(P(N=[N+]=[N-])(C2C=CC=CC=2)=[O:20])=CC=1.[F:30][C:31]1[C:32]([N:40]2[N:44]=[CH:43][CH:42]=[N:41]2)=[N:33][CH:34]=[C:35]([CH:39]=1)C(O)=O, predict the reaction product.